Dataset: Full USPTO retrosynthesis dataset with 1.9M reactions from patents (1976-2016). Task: Predict the reactants needed to synthesize the given product. (1) The reactants are: [Br:1][C:2]1[CH:3]=[C:4]([CH:8]=[CH:9][C:10]=1[F:11])[C:5]([OH:7])=O.[CH2:12]([O:14][C:15](=[O:24])[CH2:16][C:17]1[CH:22]=[CH:21][CH:20]=[C:19]([NH2:23])[CH:18]=1)[CH3:13]. Given the product [CH2:12]([O:14][C:15](=[O:24])[CH2:16][C:17]1[CH:22]=[CH:21][CH:20]=[C:19]([NH:23][C:5](=[O:7])[C:4]2[CH:8]=[CH:9][C:10]([F:11])=[C:2]([Br:1])[CH:3]=2)[CH:18]=1)[CH3:13], predict the reactants needed to synthesize it. (2) Given the product [Cl:19][C:20]1[CH:27]=[C:26]([CH:25]=[CH:24][C:21]=1[CH:22]=[O:23])[O:28][C:8]1[CH:7]=[CH:6][C:5]([S:10]([NH:13][C:14]2[S:15][CH:16]=[N:17][N:18]=2)(=[O:12])=[O:11])=[CH:4][C:3]=1[C:1]#[N:2], predict the reactants needed to synthesize it. The reactants are: [C:1]([C:3]1[CH:4]=[C:5]([S:10]([NH:13][C:14]2[S:15][CH:16]=[N:17][N:18]=2)(=[O:12])=[O:11])[CH:6]=[CH:7][C:8]=1F)#[N:2].[Cl:19][C:20]1[CH:27]=[C:26]([OH:28])[CH:25]=[CH:24][C:21]=1[CH:22]=[O:23].OP([O-])([O-])=O.[K+].[K+]. (3) Given the product [Cl:11][C:9]1[CH:8]=[CH:7][C:6]([O:12][CH3:13])=[C:5]([C:3]2[N:28]=[C:26]([NH:25][C:21]3[CH:22]=[CH:23][CH:24]=[C:19]([N:14]4[CH:18]=[CH:17][N:16]=[CH:15]4)[CH:20]=3)[S:27][CH:2]=2)[CH:10]=1, predict the reactants needed to synthesize it. The reactants are: Br[CH2:2][C:3]([C:5]1[CH:10]=[C:9]([Cl:11])[CH:8]=[CH:7][C:6]=1[O:12][CH3:13])=O.[N:14]1([C:19]2[CH:20]=[C:21]([NH:25][C:26]([NH2:28])=[S:27])[CH:22]=[CH:23][CH:24]=2)[CH:18]=[CH:17][N:16]=[CH:15]1.C(OCC)(=O)C.C(=O)([O-])[O-].[K+].[K+]. (4) Given the product [N+:1]([C:4]1[CH:5]=[N:6][CH:7]=[CH:8][C:9]=1[N:10]1[CH2:15][CH2:14][N:13]([C:26](=[O:27])[CH2:25][CH2:24][NH:23][C:16](=[O:17])[O:18][C:19]([CH3:20])([CH3:21])[CH3:22])[CH2:12][CH2:11]1)([O-:3])=[O:2], predict the reactants needed to synthesize it. The reactants are: [N+:1]([C:4]1[CH:5]=[N:6][CH:7]=[CH:8][C:9]=1[N:10]1[CH2:15][CH2:14][NH:13][CH2:12][CH2:11]1)([O-:3])=[O:2].[C:16]([NH:23][CH2:24][CH2:25][C:26](O)=[O:27])([O:18][C:19]([CH3:22])([CH3:21])[CH3:20])=[O:17].C1C=NC2N(O)N=NC=2C=1.C(Cl)CCl. (5) Given the product [CH3:13][N:2]([CH3:1])[CH2:3][CH2:4][CH:5]([C:7]1[CH:12]=[CH:11][CH:10]=[CH:9][CH:8]=1)[OH:6], predict the reactants needed to synthesize it. The reactants are: [CH3:1][N:2]([CH3:13])[CH2:3][CH2:4][C:5]([C:7]1[CH:12]=[CH:11][CH:10]=[CH:9][CH:8]=1)=[O:6].[BH4-].[Na+]. (6) Given the product [C:23]([O:26][C:27]1[CH:32]=[C:31]([CH3:33])[CH:30]=[C:29]([F:34])[C:28]=1[C:35](=[O:46])[C:36]1[CH:41]=[CH:40][C:39]([O:42][CH:43]([CH3:2])[CH3:44])=[CH:38][CH:37]=1)(=[O:25])[CH3:24], predict the reactants needed to synthesize it. The reactants are: N1C=CC=C[CH:2]=1.C(OC(=O)C)(=O)C.CN(C1C=CC=CN=1)C.[C:23]([O:26][C:27]1[CH:32]=[C:31]([CH3:33])[CH:30]=[C:29]([F:34])[C:28]=1[C:35](=[O:46])[C:36]1[CH:41]=[CH:40][C:39]([O:42][CH2:43][CH2:44]C)=[CH:38][CH:37]=1)(=[O:25])[CH3:24]. (7) Given the product [C:5]([C:13]1[C:14](=[O:25])[O:15][C:16]2[C:21]([CH:22]=1)=[C:20]([N+:1]([O-:4])=[O:2])[C:19]([OH:23])=[C:18]([OH:24])[CH:17]=2)(=[O:12])[C:6]1[CH:7]=[CH:8][CH:9]=[CH:10][CH:11]=1, predict the reactants needed to synthesize it. The reactants are: [N+:1]([O-:4])(O)=[O:2].[C:5]([C:13]1[C:14](=[O:25])[O:15][C:16]2[C:21]([CH:22]=1)=[CH:20][C:19]([OH:23])=[C:18]([OH:24])[CH:17]=2)(=[O:12])[C:6]1[CH:11]=[CH:10][CH:9]=[CH:8][CH:7]=1.